From a dataset of Reaction yield outcomes from USPTO patents with 853,638 reactions. Predict the reaction yield, written as a fraction of the theoretical maximum amount of product (1.0 means a 100% yield; for example, 0.34 means a 34% yield). (1) The reactants are C(OCC)(=O)C.Cl[C@@H:8]1[CH2:16][N:15]2[C@@H:10]([CH2:11][C:12]([C:17]3[C:18]([C:29]4[CH:34]=[CH:33][N:32]=[CH:31][CH:30]=4)=[C:19]([C:22]4[CH:27]=[CH:26][C:25]([F:28])=[CH:24][CH:23]=4)[NH:20][CH:21]=3)=[CH:13][CH2:14]2)[CH2:9]1.[CH3:35][CH2:36][CH2:37][CH2:38]CC. No catalyst specified. The product is [F:28][C:25]1[CH:26]=[CH:27][C:22]([C:19]2[NH:20][CH:21]=[C:17]([C:12]3[CH2:11][CH:10]4[CH2:9][C:8]5[C:16](=[CH:35][CH:36]=[CH:37][CH:38]=5)[N:15]4[CH2:14][CH:13]=3)[C:18]=2[C:29]2[CH:30]=[CH:31][N:32]=[CH:33][CH:34]=2)=[CH:23][CH:24]=1. The yield is 0.0500. (2) The reactants are CN(C)C=O.[N+:6]([C:9]1[N:10]=[C:11](SC2C=CC([N+]([O-])=O)=CC=2)[N:12]([CH2:14][C@:15]([OH:40])([CH3:39])[CH2:16][N:17]2[CH2:22][CH2:21][N:20]([C:23]([O:25][CH2:26][CH:27]=[CH:28][C:29]3[CH:34]=[CH:33][C:32]([C:35]([F:38])([F:37])[F:36])=[CH:31][CH:30]=3)=[O:24])[CH2:19][CH2:18]2)[CH:13]=1)([O-:8])=[O:7].CC(C)([O-])C.[Na+].O. The catalyst is ClCCl.C(OCC)(=O)C.CO.C(OCC)(=O)C. The product is [CH3:39][C@@:15]1([CH2:16][N:17]2[CH2:18][CH2:19][N:20]([C:23]([O:25][CH2:26][CH:27]=[CH:28][C:29]3[CH:34]=[CH:33][C:32]([C:35]([F:36])([F:38])[F:37])=[CH:31][CH:30]=3)=[O:24])[CH2:21][CH2:22]2)[O:40][C:11]2=[N:10][C:9]([N+:6]([O-:8])=[O:7])=[CH:13][N:12]2[CH2:14]1. The yield is 0.540.